From a dataset of Clinical trial toxicity outcomes and FDA approval status for drugs. Regression/Classification. Given a drug SMILES string, predict its toxicity properties. Task type varies by dataset: regression for continuous values (e.g., LD50, hERG inhibition percentage) or binary classification for toxic/non-toxic outcomes (e.g., AMES mutagenicity, cardiotoxicity, hepatotoxicity). Dataset: clintox. (1) The molecule is CCc1nc(N)nc(N)c1-c1ccc(Cl)cc1. The result is 0 (passed clinical trial). (2) The compound is CNC(=O)c1cc(Oc2ccc(NC(=O)Nc3ccc(Cl)c(C(F)(F)F)c3)cc2)ccn1.Cc1ccc(S(=O)(=O)O)cc1. The result is 1 (failed clinical trial for toxicity). (3) The molecule is O=C1CCO1. The result is 0 (passed clinical trial). (4) The molecule is CC(=O)Nc1c(I)cc(I)c(C(=O)[O-])c1I. The result is 0 (passed clinical trial). (5) The compound is Nc1cccc2c1C(=O)N(C1CCC(=O)NC1=O)C2=O. The result is 1 (failed clinical trial for toxicity). (6) The molecule is CC(=O)Nc1nnc(S(N)(=O)=O)s1. The result is 0 (passed clinical trial).